Dataset: Peptide-MHC class I binding affinity with 185,985 pairs from IEDB/IMGT. Task: Regression. Given a peptide amino acid sequence and an MHC pseudo amino acid sequence, predict their binding affinity value. This is MHC class I binding data. (1) The peptide sequence is FYPINDDFY. The MHC is HLA-A24:03 with pseudo-sequence HLA-A24:03. The binding affinity (normalized) is 0.465. (2) The peptide sequence is QVIFKCVPK. The MHC is HLA-B48:01 with pseudo-sequence HLA-B48:01. The binding affinity (normalized) is 0.0847. (3) The peptide sequence is NHVFPLLL. The MHC is Mamu-A07 with pseudo-sequence Mamu-A07. The binding affinity (normalized) is 0.703.